This data is from Reaction yield outcomes from USPTO patents with 853,638 reactions. The task is: Predict the reaction yield, written as a fraction of the theoretical maximum amount of product (1.0 means a 100% yield; for example, 0.34 means a 34% yield). The catalyst is [Pd].C(O)CCC. The yield is 0.700. The product is [F:1][C:2]1[CH:3]=[C:4]2[C:5]([CH:8]=[C:9]([CH3:10])[NH:12]2)=[CH:6][CH:7]=1. The reactants are [F:1][C:2]1[CH:7]=[CH:6][C:5]([CH2:8][C:9](=O)[CH3:10])=[C:4]([N+:12]([O-])=O)[CH:3]=1.[H][H].